This data is from NCI-60 drug combinations with 297,098 pairs across 59 cell lines. The task is: Regression. Given two drug SMILES strings and cell line genomic features, predict the synergy score measuring deviation from expected non-interaction effect. (1) Synergy scores: CSS=41.6, Synergy_ZIP=-1.57, Synergy_Bliss=-0.211, Synergy_Loewe=-4.82, Synergy_HSA=-1.22. Drug 2: CC1C(C(CC(O1)OC2CC(OC(C2O)C)OC3=CC4=CC5=C(C(=O)C(C(C5)C(C(=O)C(C(C)O)O)OC)OC6CC(C(C(O6)C)O)OC7CC(C(C(O7)C)O)OC8CC(C(C(O8)C)O)(C)O)C(=C4C(=C3C)O)O)O)O. Cell line: SW-620. Drug 1: CC1CCC2CC(C(=CC=CC=CC(CC(C(=O)C(C(C(=CC(C(=O)CC(OC(=O)C3CCCCN3C(=O)C(=O)C1(O2)O)C(C)CC4CCC(C(C4)OC)OCCO)C)C)O)OC)C)C)C)OC. (2) Drug 1: C1=NC2=C(N1)C(=S)N=CN2. Drug 2: N.N.Cl[Pt+2]Cl. Cell line: CAKI-1. Synergy scores: CSS=35.0, Synergy_ZIP=-13.3, Synergy_Bliss=-10.8, Synergy_Loewe=-22.1, Synergy_HSA=-6.49.